This data is from Forward reaction prediction with 1.9M reactions from USPTO patents (1976-2016). The task is: Predict the product of the given reaction. (1) Given the reactants CCN(C(C)C)C(C)C.[Cl:10][C:11]1[CH:12]=[C:13]([C@@H:18]2[CH2:27][CH2:26][C@H:25]([NH:28][CH3:29])[C:24]3[CH:23]=[C:22]([C:30]([O:32][CH3:33])=[O:31])[CH:21]=[CH:20][C:19]2=3)[CH:14]=[CH:15][C:16]=1[Cl:17].[CH3:46][C:45]([O:44][C:42](O[C:42]([O:44][C:45]([CH3:48])([CH3:47])[CH3:46])=[O:43])=[O:43])([CH3:48])[CH3:47], predict the reaction product. The product is: [C:45]([O:44][C:42]([N:28]([CH3:29])[C@@H:25]1[C:24]2[CH:23]=[C:22]([C:30]([O:32][CH3:33])=[O:31])[CH:21]=[CH:20][C:19]=2[C@H:18]([C:13]2[CH:14]=[CH:15][C:16]([Cl:17])=[C:11]([Cl:10])[CH:12]=2)[CH2:27][CH2:26]1)=[O:43])([CH3:46])([CH3:47])[CH3:48]. (2) Given the reactants [CH3:1][CH:2]([CH3:16])[CH2:3][CH:4](O)[CH2:5][C:6]1[O:10][N:9]=[C:8]([CH3:11])[C:7]=1[N+:12]([O-:14])=[O:13].CS(Cl)(=O)=O.C(N(CC)CC)C, predict the reaction product. The product is: [CH3:11][C:8]1[C:7]([N+:12]([O-:14])=[O:13])=[C:6]([CH:5]=[CH:4][CH2:3][CH:2]([CH3:16])[CH3:1])[O:10][N:9]=1.